The task is: Predict the reactants needed to synthesize the given product.. This data is from Full USPTO retrosynthesis dataset with 1.9M reactions from patents (1976-2016). (1) Given the product [CH:1]1[CH:6]=[CH:5][C:4]([C:10]([OH:12])=[O:11])=[C:3]([C:13]2[C:14]3[CH:19]=[CH:18][C:17]([OH:20])=[CH:16][C:15]=3[O:21][C:22]3[C:23]=2[CH:24]=[CH:25][C:26]([CH:27]=3)=[O:28])[CH:2]=1.[N-:7]=[C:8]=[S:9].[CH:1]1[C:6]([N:7]=[C:8]=[S:9])=[CH:5][C:4]2[C:10]([O:12][C:13]3([C:14]4[CH:19]=[CH:18][C:17]([OH:20])=[CH:16][C:15]=4[O:21][C:22]4[CH:27]=[C:26]([OH:28])[CH:25]=[CH:24][C:23]3=4)[C:3]=2[CH:2]=1)=[O:11], predict the reactants needed to synthesize it. The reactants are: [CH:1]1[C:6]([N:7]=[C:8]=[S:9])=[CH:5][C:4]2[C:10]([O:12][C:13]3([C:23]4[CH:24]=[CH:25][C:26]([OH:28])=[CH:27][C:22]=4[O:21][C:15]4[CH:16]=[C:17]([OH:20])[CH:18]=[CH:19][C:14]3=4)[C:3]=2[CH:2]=1)=[O:11]. (2) Given the product [CH2:11]1[CH:12]2[CH2:17][NH:16][CH2:15][CH:13]2[CH2:14][N:10]1[C:5]1[N:4]=[C:3]([CH2:2][OH:1])[CH:8]=[C:7]([CH3:9])[N:6]=1, predict the reactants needed to synthesize it. The reactants are: [OH:1][CH2:2][C:3]1[CH:8]=[C:7]([CH3:9])[N:6]=[C:5]([N:10]2[CH2:14][CH:13]3[CH2:15][N:16](C(OC(C)(C)C)=O)[CH2:17][CH:12]3[CH2:11]2)[N:4]=1.C(O)(C(F)(F)F)=O. (3) Given the product [Cl:1][C:2]1[N:7]=[C:6]([C:14]2[NH:15][C:16]3[C:12]([CH:13]=2)=[C:11]([F:10])[CH:19]=[CH:18][CH:17]=3)[C:5]([NH2:9])=[CH:4][CH:3]=1, predict the reactants needed to synthesize it. The reactants are: [Cl:1][C:2]1[N:7]=[C:6](I)[C:5]([NH2:9])=[CH:4][CH:3]=1.[F:10][C:11]1[CH:19]=[CH:18][CH:17]=[C:16]2[C:12]=1[CH:13]=[C:14](B1OC(C)(C)C(C)(C)O1)[NH:15]2.C([O-])([O-])=O.[Cs+].[Cs+]. (4) Given the product [CH3:17][C:12]1([CH3:16])[CH2:13][CH2:14][CH2:15][C@@:2]2([CH3:1])[CH:11]1[CH2:10][CH2:9][C@@H:8]1[C:7](=[O:18])[CH2:6][CH:29]([C:31]([O:33][CH3:34])=[O:32])[CH2:5][CH2:4][C@@H:3]12, predict the reactants needed to synthesize it. The reactants are: [CH3:1][C@:2]12[CH2:15][CH2:14][CH2:13][C:12]([CH3:17])([CH3:16])[CH:11]1[CH2:10][CH2:9][C@H:8]1[C@@H:3]2[CH2:4][CH2:5][CH2:6][C:7]1=[O:18].[Li+].C[Si]([N-][Si](C)(C)C)(C)C.[C:29]([C:31]([O:33][CH3:34])=[O:32])#N.CN(CCN(C)C)C.[Zn](CC)CC.C(I)I. (5) Given the product [CH:51]1[CH:52]=[CH:53][C:48]([P:41]([C:40]2[CH:39]=[CH:38][C:37]3[C:32](=[CH:33][CH:34]=[CH:35][CH:36]=3)[C:31]=2[C:30]2[C:29]3[C:24](=[CH:25][CH:26]=[CH:27][CH:28]=3)[CH:23]=[CH:22][C:21]=2[P:14]([C:15]2[CH:16]=[CH:17][CH:18]=[CH:19][CH:20]=2)([C:11]2[CH:10]=[CH:9][CH:8]=[CH:13][CH:12]=2)=[O:3])([C:42]2[CH:47]=[CH:46][CH:45]=[CH:44][CH:43]=2)=[O:54])=[CH:49][CH:50]=1, predict the reactants needed to synthesize it. The reactants are: OO.[O:3]1CCCC1.[CH:8]1[CH:9]=[CH:10][C:11]([P:14]([C:21]2[C:30]([C:31]3[C:40]([P:41]([C:48]4[CH:49]=[CH:50][CH:51]=[CH:52][CH:53]=4)[C:42]4[CH:43]=[CH:44][CH:45]=[CH:46][CH:47]=4)=[CH:39][CH:38]=[C:37]4[C:32]=3[CH:33]=[CH:34][CH:35]=[CH:36]4)=[C:29]3[C:24]([CH:25]=[CH:26][CH:27]=[CH:28]3)=[CH:23][CH:22]=2)[C:15]2[CH:16]=[CH:17][CH:18]=[CH:19][CH:20]=2)=[CH:12][CH:13]=1.[OH2:54]. (6) Given the product [Cu:23][Br:24].[C:18]([P:5]([C:1]([CH3:4])([CH3:3])[CH3:2])[C:6]1[CH:11]=[CH:10][CH:9]=[CH:8][C:7]=1[C:12]1[CH:17]=[CH:16][CH:15]=[CH:14][CH:13]=1)([CH3:21])([CH3:20])[CH3:19], predict the reactants needed to synthesize it. The reactants are: [C:1]([P:5]([C:18]([CH3:21])([CH3:20])[CH3:19])[C:6]1[CH:11]=[CH:10][CH:9]=[CH:8][C:7]=1[C:12]1[CH:17]=[CH:16][CH:15]=[CH:14][CH:13]=1)([CH3:4])([CH3:3])[CH3:2].P.[Cu:23](Br)[Br:24]. (7) Given the product [Na+:28].[C:20]1([NH:19][C:16]2[CH:15]=[CH:14][C:13]([N:10]3[CH2:9][CH2:8][N:7]([CH2:6][CH2:5][CH2:4][C:3]([O-:26])=[O:2])[CH2:12][CH2:11]3)=[CH:18][CH:17]=2)[CH:21]=[CH:22][CH:23]=[CH:24][CH:25]=1, predict the reactants needed to synthesize it. The reactants are: C[O:2][C:3](=[O:26])[CH2:4][CH2:5][CH2:6][N:7]1[CH2:12][CH2:11][N:10]([C:13]2[CH:18]=[CH:17][C:16]([NH:19][C:20]3[CH:25]=[CH:24][CH:23]=[CH:22][CH:21]=3)=[CH:15][CH:14]=2)[CH2:9][CH2:8]1.[OH-].[Na+:28].